From a dataset of Peptide-MHC class II binding affinity with 134,281 pairs from IEDB. Regression. Given a peptide amino acid sequence and an MHC pseudo amino acid sequence, predict their binding affinity value. This is MHC class II binding data. (1) The peptide sequence is CEGSKASCVLKVDKP. The MHC is H-2-IAb with pseudo-sequence H-2-IAb. The binding affinity (normalized) is 0.329. (2) The peptide sequence is KPLLIIAEDVEGEY. The MHC is DRB5_0101 with pseudo-sequence DRB5_0101. The binding affinity (normalized) is 0.146. (3) The peptide sequence is GELQIVDKIDAAFLI. The MHC is DRB1_0701 with pseudo-sequence DRB1_0701. The binding affinity (normalized) is 0.623. (4) The peptide sequence is SARYDVALSEQGEFK. The MHC is HLA-DQA10501-DQB10302 with pseudo-sequence HLA-DQA10501-DQB10302. The binding affinity (normalized) is 0.427. (5) The peptide sequence is TKEDLFGKKNLIPSS. The MHC is DRB3_0202 with pseudo-sequence DRB3_0202. The binding affinity (normalized) is 0.375. (6) The MHC is HLA-DPA10201-DPB10501 with pseudo-sequence HLA-DPA10201-DPB10501. The peptide sequence is APEVKYTVFETAKKK. The binding affinity (normalized) is 0.588. (7) The peptide sequence is SLGKMVHQIFGSAYT. The MHC is DRB5_0101 with pseudo-sequence DRB5_0101. The binding affinity (normalized) is 0.686. (8) The binding affinity (normalized) is 0.385. The MHC is HLA-DPA10201-DPB10501 with pseudo-sequence HLA-DPA10201-DPB10501. The peptide sequence is GFKAALAAAAGVPPADKYRT.